From a dataset of Drug-target binding data from BindingDB using IC50 measurements. Regression. Given a target protein amino acid sequence and a drug SMILES string, predict the binding affinity score between them. We predict pIC50 (pIC50 = -log10(IC50 in M); higher means more potent). Dataset: bindingdb_ic50. (1) The drug is CCCS(=O)(=O)Nc1ccc(F)c(Nc2ccccc2-c2ncnc3[nH]cnc23)c1F. The target is CKENALLRYLLDKDD. The pIC50 is 6.0. (2) The target protein (O00574) has sequence MAEHDYHEDYGFSSFNDSSQEEHQDFLQFSKVFLPCMYLVVFVCGLVGNSLVLVISIFYHKLQSLTDVFLVNLPLADLVFVCTLPFWAYAGIHEWVFGQVMCKSLLGIYTINFYTSMLILTCITVDRFIVVVKATKAYNQQAKRMTWGKVTSLLIWVISLLVSLPQIIYGNVFNLDKLICGYHDEAISTVVLATQMTLGFFLPLLTMIVCYSVIIKTLLHAGGFQKHRSLKIIFLVMAVFLLTQMPFNLMKFIRSTHWEYYAMTSFHYTIMVTEAIAYLRACLNPVLYAFVSLKFRKNFWKLVKDIGCLPYLGVSHQWKSSEDNSKTFSASHNVEATSMFQL. The pIC50 is 5.0. The small molecule is CC1=CCC[C@H]1NC(=O)Nc1ccc(Cl)c(S(=O)(=O)[C@@]2(C)CCOC2)c1O. (3) The compound is O=C(c1ccc(Nc2nc(Nc3cnc4ccccc4c3)nc3c2ncn3-c2ccccc2)cc1)N1CCCCC1. The target is PFCDPK1(Pfalciparum). The pIC50 is 5.4.